Dataset: Forward reaction prediction with 1.9M reactions from USPTO patents (1976-2016). Task: Predict the product of the given reaction. (1) Given the reactants [CH3:1][C:2]1[N:3]=[C:4]([C:7]#[N:8])[NH:5][CH:6]=1.[NH2:9][OH:10], predict the reaction product. The product is: [OH:10][NH:9][C:7]([C:4]1[NH:5][CH:6]=[C:2]([CH3:1])[N:3]=1)=[NH:8]. (2) The product is: [CH2:1]([O:3][C:4](=[O:12])[CH2:5][CH:6]1[CH2:11][CH2:10][CH2:9][CH2:8][NH:7]1)[CH3:2]. Given the reactants [CH2:1]([O:3][C:4](=[O:12])[CH2:5][C:6]1[CH:11]=[CH:10][CH:9]=[CH:8][N:7]=1)[CH3:2].[H][H], predict the reaction product.